This data is from Reaction yield outcomes from USPTO patents with 853,638 reactions. The task is: Predict the reaction yield, written as a fraction of the theoretical maximum amount of product (1.0 means a 100% yield; for example, 0.34 means a 34% yield). (1) The reactants are [Cl:1][C:2]1[CH:7]=[CH:6][CH:5]=[CH:4][C:3]=1[C:8]1[O:12][C:11]([I:13])=[N:10][C:9]=1[C:14]([O:16]C)=[O:15].[OH-].[Na+].Cl. The catalyst is CCO.O. The product is [Cl:1][C:2]1[CH:7]=[CH:6][CH:5]=[CH:4][C:3]=1[C:8]1[O:12][C:11]([I:13])=[N:10][C:9]=1[C:14]([OH:16])=[O:15]. The yield is 0.600. (2) The reactants are [CH3:1][C:2]1[CH:11]=[CH:10][C:5]2[N:6]=[C:7]([NH2:9])[S:8][C:4]=2[CH:3]=1.[C:12](N1C=CN=C1)([N:14]1[CH:18]=[CH:17][N:16]=[CH:15]1)=[S:13]. The catalyst is C(#N)C. The product is [CH3:1][C:2]1[CH:11]=[CH:10][C:5]2[N:6]=[C:7]([NH:9][C:12]([N:14]3[CH:18]=[CH:17][N:16]=[CH:15]3)=[S:13])[S:8][C:4]=2[CH:3]=1. The yield is 0.620. (3) The reactants are [CH3:1][N:2]1[CH2:7][CH2:6][CH:5]([N:8]([C:10]2[CH:15]=[CH:14][CH:13]=[C:12]([NH2:16])[CH:11]=2)[CH3:9])[CH2:4][CH2:3]1.N1C=CC=CC=1.[F:23][C:24]1[CH:32]=[CH:31][CH:30]=[C:29]([F:33])[C:25]=1[C:26]([Cl:28])=[O:27]. The catalyst is ClCCl. The product is [ClH:28].[ClH:28].[F:23][C:24]1[CH:32]=[CH:31][CH:30]=[C:29]([F:33])[C:25]=1[C:26]([NH:16][C:12]1[CH:13]=[CH:14][CH:15]=[C:10]([N:8]([CH3:9])[CH:5]2[CH2:4][CH2:3][N:2]([CH3:1])[CH2:7][CH2:6]2)[CH:11]=1)=[O:27]. The yield is 0.800. (4) The reactants are Cl[CH2:2][C:3]([N:5]1[C:14]2[C:9](=[CH:10][CH:11]=[CH:12][CH:13]=2)[CH2:8][CH2:7][CH2:6]1)=[O:4].[C:15]1([C:21]2[N:22]=[C:23]([SH:32])[NH:24][C:25]=2[C:26]2[CH:31]=[CH:30][CH:29]=[CH:28][CH:27]=2)[CH:20]=[CH:19][CH:18]=[CH:17][CH:16]=1. No catalyst specified. The product is [N:5]1([C:3](=[O:4])[CH2:2][S:32][C:23]2[NH:24][C:25]([C:26]3[CH:27]=[CH:28][CH:29]=[CH:30][CH:31]=3)=[C:21]([C:15]3[CH:20]=[CH:19][CH:18]=[CH:17][CH:16]=3)[N:22]=2)[C:14]2[C:9](=[CH:10][CH:11]=[CH:12][CH:13]=2)[CH2:8][CH2:7][CH2:6]1. The yield is 0.260. (5) The yield is 0.106. The catalyst is CN(C=O)C. The reactants are [C:1]([C:3]1[CH:4]=[N:5][N:6]2[C:11](=[O:12])[C:10]([CH2:13][CH3:14])=[C:9]([C:15]([OH:17])=O)[N:8]([CH3:18])[C:7]=12)#[N:2].Cl.CN.[CH3:22][N:23](C(ON1N=NC2C=CC=NC1=2)=[N+](C)C)C.F[P-](F)(F)(F)(F)F.CCN(C(C)C)C(C)C. The product is [C:1]([C:3]1[CH:4]=[N:5][N:6]2[C:11](=[O:12])[C:10]([CH2:13][CH3:14])=[C:9]([C:15]([NH:23][CH3:22])=[O:17])[N:8]([CH3:18])[C:7]=12)#[N:2].